From a dataset of Catalyst prediction with 721,799 reactions and 888 catalyst types from USPTO. Predict which catalyst facilitates the given reaction. Reactant: CN(C(ON1N=NC2C=CC=CC1=2)=[N+](C)C)C.[B-](F)(F)(F)F.[CH:23]1([C:28]([OH:30])=O)[CH2:27][CH2:26][CH2:25][CH2:24]1.[NH:31]1[C:39]2[C:34](=[CH:35][CH:36]=[CH:37][CH:38]=2)[C:33]([C:40]2[N:41]=[N:42][N:43]([C:45]3[CH:50]=[CH:49][C:48]([CH2:51][NH2:52])=[CH:47][CH:46]=3)[CH:44]=2)=[N:32]1.CCN(C(C)C)C(C)C. Product: [NH:31]1[C:39]2[C:34](=[CH:35][CH:36]=[CH:37][CH:38]=2)[C:33]([C:40]2[N:41]=[N:42][N:43]([C:45]3[CH:50]=[CH:49][C:48]([CH2:51][NH:52][C:28]([CH:23]4[CH2:24][CH2:25][CH2:26][CH2:27]4)=[O:30])=[CH:47][CH:46]=3)[CH:44]=2)=[N:32]1. The catalyst class is: 85.